From a dataset of Merck oncology drug combination screen with 23,052 pairs across 39 cell lines. Regression. Given two drug SMILES strings and cell line genomic features, predict the synergy score measuring deviation from expected non-interaction effect. (1) Drug 1: CN(Cc1cnc2nc(N)nc(N)c2n1)c1ccc(C(=O)NC(CCC(=O)O)C(=O)O)cc1. Drug 2: Cn1c(=O)n(-c2ccc(C(C)(C)C#N)cc2)c2c3cc(-c4cnc5ccccc5c4)ccc3ncc21. Cell line: NCIH520. Synergy scores: synergy=-8.97. (2) Drug 1: C=CCn1c(=O)c2cnc(Nc3ccc(N4CCN(C)CC4)cc3)nc2n1-c1cccc(C(C)(C)O)n1. Drug 2: Cn1c(=O)n(-c2ccc(C(C)(C)C#N)cc2)c2c3cc(-c4cnc5ccccc5c4)ccc3ncc21. Cell line: LOVO. Synergy scores: synergy=-2.44. (3) Drug 1: O=P1(N(CCCl)CCCl)NCCCO1. Drug 2: Cn1nnc2c(C(N)=O)ncn2c1=O. Cell line: OCUBM. Synergy scores: synergy=9.09. (4) Drug 1: O=P1(N(CCCl)CCCl)NCCCO1. Drug 2: O=C(O)C1(Cc2cccc(Nc3nccs3)n2)CCC(Oc2cccc(Cl)c2F)CC1. Cell line: OV90. Synergy scores: synergy=8.47. (5) Drug 1: CS(=O)(=O)CCNCc1ccc(-c2ccc3ncnc(Nc4ccc(OCc5cccc(F)c5)c(Cl)c4)c3c2)o1. Drug 2: CCc1cnn2c(NCc3ccc[n+]([O-])c3)cc(N3CCCCC3CCO)nc12. Cell line: SW620. Synergy scores: synergy=8.50. (6) Drug 1: O=C(O)C1(Cc2cccc(Nc3nccs3)n2)CCC(Oc2cccc(Cl)c2F)CC1. Drug 2: CC(C)CC(NC(=O)C(Cc1ccccc1)NC(=O)c1cnccn1)B(O)O. Cell line: UWB1289. Synergy scores: synergy=-20.5. (7) Drug 1: COc1cc(C2c3cc4c(cc3C(OC3OC5COC(C)OC5C(O)C3O)C3COC(=O)C23)OCO4)cc(OC)c1O. Drug 2: CC1(c2nc3c(C(N)=O)cccc3[nH]2)CCCN1. Cell line: HCT116. Synergy scores: synergy=4.39.